Predict the reaction yield, written as a fraction of the theoretical maximum amount of product (1.0 means a 100% yield; for example, 0.34 means a 34% yield). From a dataset of Reaction yield outcomes from USPTO patents with 853,638 reactions. (1) The reactants are [CH3:1][C:2]1[CH:13]=[CH:12][C:5]2[NH:6][C:7](=[O:11])[O:8][C:9](=[O:10])[C:4]=2[CH:3]=1.[H-].[Na+].[F:16][C:17]1[CH:24]=[CH:23][C:20]([CH2:21]Br)=[CH:19][CH:18]=1. The catalyst is CN(C=O)C. The product is [F:16][C:17]1[CH:24]=[CH:23][C:20]([CH2:21][N:6]2[C:5]3[CH:12]=[CH:13][C:2]([CH3:1])=[CH:3][C:4]=3[C:9](=[O:10])[O:8][C:7]2=[O:11])=[CH:19][CH:18]=1. The yield is 0.790. (2) The reactants are Cl[C:2]1[N:10]=[C:9]2[C:5]([NH:6][CH:7]=[N:8]2)=[C:4]([NH2:11])[N:3]=1.CC([O-])(C)C.[K+].[CH2:18]([OH:22])[CH2:19][CH2:20][CH3:21]. No catalyst specified. The product is [CH2:18]([O:22][C:2]1[N:10]=[C:9]2[C:5]([N:6]=[CH:7][NH:8]2)=[C:4]([NH2:11])[N:3]=1)[CH2:19][CH2:20][CH3:21]. The yield is 0.700.